This data is from Reaction yield outcomes from USPTO patents with 853,638 reactions. The task is: Predict the reaction yield, written as a fraction of the theoretical maximum amount of product (1.0 means a 100% yield; for example, 0.34 means a 34% yield). (1) The reactants are [C:1]([O:4][C@@H:5]1[CH2:9][C@H:8]([C:10]2[N:14]3[C:15]4[C:21]([Cl:22])=[CH:20][N:19]([S:23]([C:26]5[CH:32]=[CH:31][C:29]([CH3:30])=[CH:28][CH:27]=5)(=[O:25])=[O:24])[C:16]=4[N:17]=[CH:18][C:13]3=[CH:12][N:11]=2)[N:7]([C:33](=[O:35])[CH3:34])[CH2:6]1)(=[O:3])[CH3:2].C1C(=O)N([Br:43])C(=O)C1. The catalyst is C1COCC1. The product is [C:1]([O:4][C@@H:5]1[CH2:9][C@H:8]([C:10]2[N:14]3[C:15]4[C:21]([Cl:22])=[CH:20][N:19]([S:23]([C:26]5[CH:27]=[CH:28][C:29]([CH3:30])=[CH:31][CH:32]=5)(=[O:24])=[O:25])[C:16]=4[N:17]=[CH:18][C:13]3=[C:12]([Br:43])[N:11]=2)[N:7]([C:33](=[O:35])[CH3:34])[CH2:6]1)(=[O:3])[CH3:2]. The yield is 0.980. (2) The reactants are [S:1]1[C:9]2[C:4](=[N:5][CH:6]=[CH:7][CH:8]=2)[N:3]=[C:2]1[O:10][C:11]1[CH:12]=[CH:13][C:14]2[CH:18]=[C:17]([CH2:19]O)[S:16][C:15]=2[CH:21]=1.S(Cl)([Cl:24])=O. The catalyst is C(Cl)Cl. The product is [Cl:24][CH2:19][C:17]1[S:16][C:15]2[CH:21]=[C:11]([O:10][C:2]3[S:1][C:9]4[C:4]([N:3]=3)=[N:5][CH:6]=[CH:7][CH:8]=4)[CH:12]=[CH:13][C:14]=2[CH:18]=1. The yield is 0.770. (3) The catalyst is C(#N)C.[Cu]Cl. The product is [Cl:31][C:9]1[S:10][C:11]([C:26]([O:28][CH2:29][CH3:30])=[O:27])=[C:12]([O:14][CH2:15][C:16]2[CH:21]=[CH:20][CH:19]=[CH:18][C:17]=2[C:22]([F:25])([F:24])[F:23])[N:13]=1. The reactants are N(OC(C)(C)C)=O.N[C:9]1[S:10][C:11]([C:26]([O:28][CH2:29][CH3:30])=[O:27])=[C:12]([O:14][CH2:15][C:16]2[CH:21]=[CH:20][CH:19]=[CH:18][C:17]=2[C:22]([F:25])([F:24])[F:23])[N:13]=1.[ClH:31]. The yield is 0.510. (4) The reactants are [CH2:1]([NH:3][C:4]([C:6]1[CH:11]=[CH:10][C:9]([N:12]2[C:16]([CH2:17][CH2:18][CH2:19][CH2:20][CH2:21][C:22]3[CH:27]=[CH:26][CH:25]=[CH:24][CH:23]=3)=[C:15]([C:28](O)=[O:29])[N:14]=[N:13]2)=[CH:8][CH:7]=1)=[O:5])[CH3:2].C1C=C[C:34]2N(O)N=[N:37][C:35]=2[CH:36]=1.C1(N)CC1.CCN=C=NCCCN(C)C. The catalyst is C(#N)C.CN(C=O)C.O. The product is [CH:35]1([NH:37][C:28]([C:15]2[N:14]=[N:13][N:12]([C:9]3[CH:10]=[CH:11][C:6]([C:4]([NH:3][CH2:1][CH3:2])=[O:5])=[CH:7][CH:8]=3)[C:16]=2[CH2:17][CH2:18][CH2:19][CH2:20][CH2:21][C:22]2[CH:23]=[CH:24][CH:25]=[CH:26][CH:27]=2)=[O:29])[CH2:36][CH2:34]1. The yield is 0.959. (5) The reactants are N1C=CC=NC=1.CS([C:11]1[N:12]=[C:13]([N:26]2[CH2:31][CH2:30][CH:29]([CH2:32][O:33][CH2:34][CH2:35][N:36]3[CH2:40][CH2:39][CH2:38][CH2:37]3)[CH2:28][CH2:27]2)[C:14]2[C:19]([C:20]3[CH:25]=[CH:24][CH:23]=[CH:22][CH:21]=3)=[CH:18][O:17][C:15]=2[N:16]=1)(=O)=O.[BH4-].[Na+]. The catalyst is C(O)C. The product is [C:20]1([C:19]2[C:14]3[C:13]([N:26]4[CH2:31][CH2:30][CH:29]([CH2:32][O:33][CH2:34][CH2:35][N:36]5[CH2:37][CH2:38][CH2:39][CH2:40]5)[CH2:28][CH2:27]4)=[N:12][CH:11]=[N:16][C:15]=3[O:17][CH:18]=2)[CH:21]=[CH:22][CH:23]=[CH:24][CH:25]=1. The yield is 0.840. (6) The reactants are N1[N:5]2[C:6](=[O:14])[C:7]3[N:8]([N:11]=[CH:12][CH:13]=3)[C:9](=O)[C:4]2=[CH:3][CH:2]=1.[S:15]1[C:19]2C=C(N)C=C[C:18]=2[N:17]=[CH:16]1.CN(C=O)C. The catalyst is CN(C1C=CN=CC=1)C.O. The product is [S:15]1[C:2]2[CH:3]=[C:4]([NH:5][C:6]([C:7]3[CH:13]=[CH:12][NH:11][N:8]=3)=[O:14])[CH:9]=[CH:19][C:18]=2[N:17]=[CH:16]1. The yield is 0.160. (7) The reactants are Cl.Cl.[NH2:3][CH2:4][C:5]1[CH:10]=[CH:9][C:8]([C:11]2[N:15]3[CH:16]=[CH:17][C:18]([C:20]4[CH:25]=[CH:24][C:23]([C:26]([N:28]5[CH2:33][CH2:32][N:31]([CH3:34])[CH2:30][CH2:29]5)=[O:27])=[CH:22][CH:21]=4)=[CH:19][C:14]3=[N:13][CH:12]=2)=[CH:7][CH:6]=1.ClC(Cl)(Cl)C[O:38][C:39](=O)[NH:40][C:41]1[CH:45]=[C:44]([C:46]([CH3:49])([CH3:48])[CH3:47])[O:43][N:42]=1.C(N(CC)CC)C. The catalyst is CS(C)=O. The product is [C:46]([C:44]1[O:43][N:42]=[C:41]([NH:40][C:39]([NH:3][CH2:4][C:5]2[CH:6]=[CH:7][C:8]([C:11]3[N:15]4[CH:16]=[CH:17][C:18]([C:20]5[CH:21]=[CH:22][C:23]([C:26]([N:28]6[CH2:33][CH2:32][N:31]([CH3:34])[CH2:30][CH2:29]6)=[O:27])=[CH:24][CH:25]=5)=[CH:19][C:14]4=[N:13][CH:12]=3)=[CH:9][CH:10]=2)=[O:38])[CH:45]=1)([CH3:49])([CH3:47])[CH3:48]. The yield is 0.150.